This data is from Full USPTO retrosynthesis dataset with 1.9M reactions from patents (1976-2016). The task is: Predict the reactants needed to synthesize the given product. (1) Given the product [Cl:10][C:6]1[N:5]=[C:4]([N:1]2[C:21]([C:22]([F:23])([F:25])[F:24])=[C:15]([C:16]([O:18][CH2:19][CH3:20])=[O:17])[N:3]=[N:2]2)[CH:9]=[CH:8][CH:7]=1, predict the reactants needed to synthesize it. The reactants are: [N:1]([C:4]1[CH:9]=[CH:8][CH:7]=[C:6]([Cl:10])[N:5]=1)=[N+:2]=[N-:3].C(OC=[C:15]([C:21](=O)[C:22]([F:25])([F:24])[F:23])[C:16]([O:18][CH2:19][CH3:20])=[O:17])C. (2) Given the product [Cl:1][C:2]1[C:3]([C:8]2[C:9]3[CH:14]=[C:13]([CH2:15][OH:16])[C:12]([N:17]4[CH2:22][C@H:21]([CH3:23])[O:20][C@H:19]([CH3:24])[CH2:18]4)=[C:11]([F:25])[C:10]=3[O:28][N:27]=2)=[N:4][CH:5]=[CH:6][N:7]=1, predict the reactants needed to synthesize it. The reactants are: [Cl:1][C:2]1[C:3]([C:8](=[N:27][OH:28])[C:9]2[C:10](F)=[C:11]([F:25])[C:12]([N:17]3[CH2:22][C@H:21]([CH3:23])[O:20][C@H:19]([CH3:24])[CH2:18]3)=[C:13]([CH2:15][OH:16])[CH:14]=2)=[N:4][CH:5]=[CH:6][N:7]=1.C([O-])([O-])=O.[K+].[K+]. (3) The reactants are: [Cl:1][C:2]1[C:3]([N:11]2[CH2:16][CH2:15][NH:14][CH2:13][CH2:12]2)=[N:4][CH:5]=[C:6]([CH:10]=1)[C:7]([O-:9])=[O:8].[NH2+]1CCNCC1.[CH3:23][CH:24]([CH3:28])[CH2:25][CH2:26][OH:27].S(=O)(=O)(O)O.C([O-])(O)=O.[Na+]. Given the product [CH3:7][OH:8].[NH4+:4].[OH-:27].[Cl:1][C:2]1[C:3]([N:11]2[CH2:12][CH2:13][NH:14][CH2:15][CH2:16]2)=[N:4][CH:5]=[C:6]([CH:10]=1)[C:7]([O:9][CH2:26][CH2:25][CH:24]([CH3:28])[CH3:23])=[O:8], predict the reactants needed to synthesize it. (4) Given the product [N:15]1[CH:16]=[CH:17][CH:18]=[CH:19][C:14]=1[CH:7]([C:8]1[CH:13]=[CH:12][CH:11]=[CH:10][N:9]=1)[CH:4]1[CH2:5][CH2:6][N:1]([C:26]2[CH:25]=[CH:24][C:23]([N+:28]([O-:30])=[O:29])=[CH:22][C:21]=2[F:20])[CH2:2][CH2:3]1, predict the reactants needed to synthesize it. The reactants are: [NH:1]1[CH2:6][CH2:5][CH:4]([CH:7]([C:14]2[CH:19]=[CH:18][CH:17]=[CH:16][N:15]=2)[C:8]2[CH:13]=[CH:12][CH:11]=[CH:10][N:9]=2)[CH2:3][CH2:2]1.[F:20][C:21]1[CH:22]=[C:23]([N+:28]([O-:30])=[O:29])[CH:24]=[CH:25][C:26]=1F.C(=O)([O-])[O-].[K+].[K+].O. (5) Given the product [CH2:3]([C:5]1[C:14]([CH3:15])=[C:13]([O:16][C:33]([O:32][CH:29]([CH3:30])[CH3:28])=[O:34])[C:12]2[C:7](=[CH:8][C:9]([Cl:18])=[C:10]([F:17])[CH:11]=2)[N:6]=1)[CH3:4].[CH2:19]([C:21]1[C:30]([CH3:31])=[C:29]([O:61][C:54]([O:53][CH:50]([CH3:51])[CH3:49])=[O:55])[C:28]2[C:23](=[CH:24][CH:25]=[C:26]([F:38])[C:27]=2[Cl:18])[N:22]=1)[CH3:20], predict the reactants needed to synthesize it. The reactants are: [H-].[Na+].[CH2:3]([C:5]1[C:14]([CH3:15])=[C:13]([OH:16])[C:12]2[C:7](=[CH:8][C:9]([Cl:18])=[C:10]([F:17])[CH:11]=2)[N:6]=1)[CH3:4].[CH2:19]([C:21]1[C:30]([CH3:31])=[C:29]([O:32][C:33](C2CC2)=[O:34])[C:28]2[C:23](=[CH:24][C:25](F)=[C:26]([F:38])[CH:27]=2)[N:22]=1)[CH3:20].C(C1[C:51](C)=[C:50]([O:53][C:54](C2CC2)=[O:55])[C:49]2C(=CC=C(F)C=2F)N=1)C.[OH2:61]. (6) The reactants are: [F:1][C:2]1[C:10]([F:11])=[C:9]([F:12])[CH:8]=[C:7]([F:13])[C:3]=1[C:4]([OH:6])=[O:5].[C:14](Cl)(=O)[C:15](Cl)=O.C(O)C.C([O-])(O)=O.[Na+]. Given the product [CH2:14]([O:5][C:4](=[O:6])[C:3]1[C:7]([F:13])=[CH:8][C:9]([F:12])=[C:10]([F:11])[C:2]=1[F:1])[CH3:15], predict the reactants needed to synthesize it. (7) Given the product [C:1]([C:5]1[CH:28]=[C:27]([F:29])[CH:26]=[CH:25][C:6]=1[O:7][CH2:8][CH2:9][N:10]([CH3:24])[C:11](=[O:23])[NH:12][C:13]1[CH:22]=[CH:21][CH:20]=[CH:19][C:14]=1[C:15]([OH:17])=[O:16])([CH3:4])([CH3:2])[CH3:3], predict the reactants needed to synthesize it. The reactants are: [C:1]([C:5]1[CH:28]=[C:27]([F:29])[CH:26]=[CH:25][C:6]=1[O:7][CH2:8][CH2:9][N:10]([CH3:24])[C:11](=[O:23])[NH:12][C:13]1[CH:22]=[CH:21][CH:20]=[CH:19][C:14]=1[C:15]([O:17]C)=[O:16])([CH3:4])([CH3:3])[CH3:2].O[Li].O.Cl.